This data is from Full USPTO retrosynthesis dataset with 1.9M reactions from patents (1976-2016). The task is: Predict the reactants needed to synthesize the given product. (1) The reactants are: [O-][Cr](O[Cr]([O-])(=O)=O)(=O)=O.[K+].[K+].C[C:13]1[CH:18]=[C:17]([Cl:19])[N:16]=[N:15][C:14]=1[Cl:20].[C:21]([O-:24])(O)=[O:22].[Na+]. Given the product [Cl:20][C:14]1[N:15]=[N:16][C:17]([Cl:19])=[CH:18][C:13]=1[C:21]([OH:24])=[O:22], predict the reactants needed to synthesize it. (2) Given the product [CH3:8][O:9][CH2:10][CH2:11][N:12]1[CH:6]([C:2]2[S:1][CH:5]=[CH:4][CH:3]=2)[CH:14]([C:13]([NH:32][C:30]2[S:29][N:28]=[C:27]([C:26]([F:34])([F:33])[F:25])[N:31]=2)=[O:24])[C:15]2[C:16](=[CH:20][CH:21]=[CH:22][CH:23]=2)[C:17]1=[O:19], predict the reactants needed to synthesize it. The reactants are: [S:1]1[CH:5]=[CH:4][CH:3]=[C:2]1[CH:6]=O.[CH3:8][O:9][CH2:10][CH2:11][NH2:12].[C:13]1(=[O:24])[O:19][C:17](=O)[C:16]2=[CH:20][CH:21]=[CH:22][CH:23]=[C:15]2[CH2:14]1.[F:25][C:26]([F:34])([F:33])[C:27]1[N:31]=[C:30]([NH2:32])[S:29][N:28]=1. (3) Given the product [Cl:1][C:2]1[C:3]([O:12][C:13]2[CH:18]=[C:17]([O:19][CH:20]([CH2:21][O:22][CH2:23][CH3:24])[CH2:25][O:26][CH2:27][CH3:28])[CH:16]=[CH:15][C:14]=2/[CH:29]=[CH:30]/[C:31]([NH:54][S:51]([CH2:46][CH2:47][CH2:48][CH2:49][CH3:50])(=[O:53])=[O:52])=[O:33])=[N:4][CH:5]=[C:6]([C:8]([F:11])([F:10])[F:9])[CH:7]=1, predict the reactants needed to synthesize it. The reactants are: [Cl:1][C:2]1[C:3]([O:12][C:13]2[CH:18]=[C:17]([O:19][CH:20]([CH2:25][O:26][CH2:27][CH3:28])[CH2:21][O:22][CH2:23][CH3:24])[CH:16]=[CH:15][C:14]=2/[CH:29]=[CH:30]/[C:31]([OH:33])=O)=[N:4][CH:5]=[C:6]([C:8]([F:11])([F:10])[F:9])[CH:7]=1.Cl.C(N=C=NCCCN(C)C)C.[CH2:46]([S:51]([NH2:54])(=[O:53])=[O:52])[CH2:47][CH2:48][CH2:49][CH3:50].Cl. (4) Given the product [BrH:28].[CH2:17]([O:19][P:20]([CH2:25][CH2:26][CH2:27][N:2]([CH3:1])[CH2:3][CH2:4][CH2:5][CH2:6][CH2:7][CH2:8][CH2:9][CH2:10][CH2:11][CH2:12][CH2:13][CH2:14][CH2:15][CH3:16])(=[O:24])[O:21][CH2:22][CH3:23])[CH3:18], predict the reactants needed to synthesize it. The reactants are: [CH3:1][NH:2][CH2:3][CH2:4][CH2:5][CH2:6][CH2:7][CH2:8][CH2:9][CH2:10][CH2:11][CH2:12][CH2:13][CH2:14][CH2:15][CH3:16].[CH2:17]([O:19][P:20]([CH2:25][CH2:26][CH2:27][Br:28])(=[O:24])[O:21][CH2:22][CH3:23])[CH3:18]. (5) Given the product [Cl:24][C:25]1[N:26]=[N:27][C:28]([N:31]2[C:7]([C:10]3[CH:14]=[CH:13][N:12]([CH3:15])[CH:11]=3)=[CH:8][C:16]([C:17]([O:19][CH3:20])=[O:18])=[N:32]2)=[CH:29][CH:30]=1, predict the reactants needed to synthesize it. The reactants are: C[Si]([NH-])(C)C.[Li+].[C:7]([C:10]1[CH:14]=[CH:13][N:12]([CH3:15])[CH:11]=1)(=O)[CH3:8].[C:16](OC)(=O)[C:17]([O:19][CH3:20])=[O:18].[Cl:24][C:25]1[N:26]=[N:27][C:28]([NH:31][NH2:32])=[CH:29][CH:30]=1.Cl. (6) Given the product [Cl:21][C:15]1[C:16]([N:18]([CH3:20])[CH3:19])=[CH:17][C:12]2[O:11][CH:10]([C:22]([N:24]3[CH2:29][CH2:28][CH:27]([C:30]([F:39])([F:38])[C:31]4[CH:36]=[CH:35][C:34]([F:37])=[CH:33][CH:32]=4)[CH2:26][CH2:25]3)=[O:23])[CH2:9][NH:8][C:13]=2[CH:14]=1, predict the reactants needed to synthesize it. The reactants are: C(OC([N:8]1[C:13]2[CH:14]=[C:15]([Cl:21])[C:16]([N:18]([CH3:20])[CH3:19])=[CH:17][C:12]=2[O:11][CH:10]([C:22]([N:24]2[CH2:29][CH2:28][C:27](C#N)([C:30]([F:39])([F:38])[C:31]3[CH:36]=[CH:35][C:34]([F:37])=[CH:33][CH:32]=3)[CH2:26][CH2:25]2)=[O:23])[CH2:9]1)=O)(C)(C)C.FC(F)(F)C(O)=O. (7) The reactants are: [N+:1]([C:4]1[CH:5]=[C:6]([OH:10])[CH:7]=[CH:8][CH:9]=1)([O-:3])=[O:2].C[N:12]([CH3:19])[C:13]1[CH:18]=[CH:17][CH:16]=[CH:15][CH:14]=1.ClC(Cl)(O[C:24](=[O:30])OC(Cl)(Cl)Cl)Cl.[CH2:32]1COCC1. Given the product [CH2:16]([CH:17]1[CH2:18][CH2:13][N:12]([C:24]([O:10][C:6]2[CH:7]=[CH:8][CH:9]=[C:4]([N+:1]([O-:3])=[O:2])[CH:5]=2)=[O:30])[CH2:19][CH2:32]1)[C:15]#[CH:14], predict the reactants needed to synthesize it.